From a dataset of Peptide-MHC class I binding affinity with 185,985 pairs from IEDB/IMGT. Regression. Given a peptide amino acid sequence and an MHC pseudo amino acid sequence, predict their binding affinity value. This is MHC class I binding data. (1) The peptide sequence is PNASLTPKW. The MHC is Mamu-B17 with pseudo-sequence Mamu-B17. The binding affinity (normalized) is 0.0145. (2) The peptide sequence is FRDYVDRFYK. The MHC is HLA-A68:01 with pseudo-sequence HLA-A68:01. The binding affinity (normalized) is 0.375. (3) The peptide sequence is PRELIFQV. The MHC is HLA-B27:05 with pseudo-sequence HLA-B27:05. The binding affinity (normalized) is 0.00901. (4) The peptide sequence is FLKEKGGL. The MHC is HLA-A03:01 with pseudo-sequence HLA-A03:01. The binding affinity (normalized) is 0.0893. (5) The MHC is HLA-A02:02 with pseudo-sequence HLA-A02:02. The binding affinity (normalized) is 0.477. The peptide sequence is VQLSNNKYVL. (6) The peptide sequence is QMDSMEALEY. The MHC is HLA-A03:01 with pseudo-sequence HLA-A03:01. The binding affinity (normalized) is 0.312.